This data is from Catalyst prediction with 721,799 reactions and 888 catalyst types from USPTO. The task is: Predict which catalyst facilitates the given reaction. (1) The catalyst class is: 5. Reactant: [NH2:1][NH:2][C:3]([NH2:5])=[S:4].[OH-].[Na+].CN(C)[CH2:10][CH2:11][C:12]([C:14]1[O:15][C:16]([C:19]2[CH:24]=[CH:23][CH:22]=[C:21]([Cl:25])[CH:20]=2)=[CH:17][CH:18]=1)=O. Product: [NH2:5][C:3]([N:2]1[CH2:10][CH2:11][C:12]([C:14]2[O:15][C:16]([C:19]3[CH:24]=[CH:23][CH:22]=[C:21]([Cl:25])[CH:20]=3)=[CH:17][CH:18]=2)=[N:1]1)=[S:4]. (2) Reactant: [Cl-].[NH4+:2].[OH2:3].[N+](CC[C:9]1[CH:17]=[CH:16][C:12]([C:13]([O-:15])=[O:14])=[CH:11][CH:10]=1)([O-])=O.[CH2:18](O)[CH3:19]. Product: [C:13]([C:12]1[CH:11]=[CH:10][C:9]([NH:2][OH:3])=[CH:17][CH:16]=1)([O:15][CH2:18][CH3:19])=[O:14]. The catalyst class is: 401. (3) Reactant: C(OP([CH2:9][C:10]1[CH:15]=[CH:14][CH:13]=[C:12]([Br:16])[CH:11]=1)(=O)OCC)C.O=[C:18]1[CH2:23][CH2:22][N:21]([C:24]([O:26][C:27]([CH3:30])([CH3:29])[CH3:28])=[O:25])[CH2:20][CH2:19]1.CC(C)([O-])C.[K+]. Product: [Br:16][C:12]1[CH:11]=[C:10]([CH:9]=[C:18]2[CH2:23][CH2:22][N:21]([C:24]([O:26][C:27]([CH3:30])([CH3:29])[CH3:28])=[O:25])[CH2:20][CH2:19]2)[CH:15]=[CH:14][CH:13]=1. The catalyst class is: 7.